Dataset: Full USPTO retrosynthesis dataset with 1.9M reactions from patents (1976-2016). Task: Predict the reactants needed to synthesize the given product. Given the product [F:12][C:9]1[CH:10]=[C:11]2[C:6](=[CH:7][N:8]=1)[N:5]=[CH:4][C:3]([C:13]#[N:14])=[C:2]2[NH:21][C:20]1[CH:22]=[CH:23][CH:24]=[C:18]([CH:15]([CH3:17])[CH3:16])[CH:19]=1, predict the reactants needed to synthesize it. The reactants are: Cl[C:2]1[C:11]2[C:6](=[CH:7][N:8]=[C:9]([F:12])[CH:10]=2)[N:5]=[CH:4][C:3]=1[C:13]#[N:14].[CH:15]([C:18]1[CH:19]=[C:20]([CH:22]=[CH:23][CH:24]=1)[NH2:21])([CH3:17])[CH3:16].O.